Dataset: Forward reaction prediction with 1.9M reactions from USPTO patents (1976-2016). Task: Predict the product of the given reaction. (1) Given the reactants O[CH:2]1[CH2:8][O:7][C:6]2[CH:9]=[CH:10][C:11]([I:13])=[CH:12][C:5]=2[N:4]2[N:14]=[C:15]([C:17]([O:19][CH2:20][CH3:21])=[O:18])[CH:16]=[C:3]12.COCCN(S(F)(F)[F:32])CCOC, predict the reaction product. The product is: [F:32][CH:2]1[CH2:8][O:7][C:6]2[CH:9]=[CH:10][C:11]([I:13])=[CH:12][C:5]=2[N:4]2[N:14]=[C:15]([C:17]([O:19][CH2:20][CH3:21])=[O:18])[CH:16]=[C:3]12. (2) Given the reactants [Br:1]N1C(=O)CCC1=O.[CH2:9]([O:11][C:12]1[C:13]([OH:20])=[C:14]([CH:17]=[CH:18][CH:19]=1)[CH:15]=[O:16])[CH3:10], predict the reaction product. The product is: [Br:1][C:18]1[CH:19]=[C:12]([O:11][CH2:9][CH3:10])[C:13]([OH:20])=[C:14]([CH:17]=1)[CH:15]=[O:16]. (3) Given the reactants [CH3:1][C:2]([S:5]([NH2:7])=[O:6])([CH3:4])[CH3:3].[O:8]1[CH2:11][C:10](=O)[CH2:9]1, predict the reaction product. The product is: [CH3:1][C:2]([S:5]([N:7]=[C:10]1[CH2:11][O:8][CH2:9]1)=[O:6])([CH3:4])[CH3:3].